This data is from Forward reaction prediction with 1.9M reactions from USPTO patents (1976-2016). The task is: Predict the product of the given reaction. (1) Given the reactants [CH3:1][C:2]1[C:3]([N:12]2[CH:17]=[C:16]([C:18]([O:20][CH2:21][CH3:22])=[O:19])[C:15](=[O:23])[NH:14][C:13]2=[O:24])=[CH:4][C:5]2[NH:9][C:8](=[O:10])[NH:7][C:6]=2[CH:11]=1.Br[CH2:26][C:27]1[CH:32]=[CH:31][CH:30]=[C:29]([C:33]([F:36])([F:35])[F:34])[C:28]=1[Cl:37], predict the reaction product. The product is: [Cl:37][C:28]1[C:29]([C:33]([F:34])([F:35])[F:36])=[CH:30][CH:31]=[CH:32][C:27]=1[CH2:26][N:14]1[C:15](=[O:23])[C:16]([C:18]([O:20][CH2:21][CH3:22])=[O:19])=[CH:17][N:12]([C:3]2[C:2]([CH3:1])=[CH:11][C:6]3[NH:7][C:8](=[O:10])[NH:9][C:5]=3[CH:4]=2)[C:13]1=[O:24]. (2) Given the reactants [Cl:1][C:2]1[CH:3]=[C:4]2[C:8](=[CH:9][CH:10]=1)[NH:7][C:6]([C:11]([N:13]1[CH2:18][CH2:17][NH:16][CH2:15][CH2:14]1)=[O:12])=[CH:5]2.Br[CH2:20][CH2:21][OH:22].C([O-])([O-])=O.[K+].[K+], predict the reaction product. The product is: [Cl:1][C:2]1[CH:3]=[C:4]2[C:8](=[CH:9][CH:10]=1)[NH:7][C:6]([C:11]([N:13]1[CH2:14][CH2:15][N:16]([CH2:20][CH2:21][OH:22])[CH2:17][CH2:18]1)=[O:12])=[CH:5]2.